The task is: Regression. Given a peptide amino acid sequence and an MHC pseudo amino acid sequence, predict their binding affinity value. This is MHC class II binding data.. This data is from Peptide-MHC class II binding affinity with 134,281 pairs from IEDB. (1) The peptide sequence is RNITGTSSTPEAVSL. The MHC is HLA-DQA10301-DQB10302 with pseudo-sequence HLA-DQA10301-DQB10302. The binding affinity (normalized) is 0.389. (2) The peptide sequence is DQMWKCLIRLKPTLHGPTP. The MHC is DRB1_0301 with pseudo-sequence DRB1_0301. The binding affinity (normalized) is 0. (3) The peptide sequence is CGKYLFNWAVRTKLKLTPIA. The binding affinity (normalized) is 0.242. The MHC is DRB1_0404 with pseudo-sequence DRB1_0404. (4) The peptide sequence is YDKFLANESTVLTGK. The MHC is DRB1_1101 with pseudo-sequence DRB1_1101. The binding affinity (normalized) is 0.404. (5) The peptide sequence is ASDVETAEGGEIHELLRLQ. The MHC is HLA-DQA10501-DQB10201 with pseudo-sequence HLA-DQA10501-DQB10201. The binding affinity (normalized) is 0.586.